From a dataset of Full USPTO retrosynthesis dataset with 1.9M reactions from patents (1976-2016). Predict the reactants needed to synthesize the given product. (1) Given the product [C:19]([O:23][C:24]([N:26]1[CH2:27][CH2:28][C:29]2([O:34][CH2:33][CH2:32][N:31]([CH2:11][C:9]3[S:10][C:5]4[C:4]([N:13]5[CH2:18][CH2:17][O:16][CH2:15][CH2:14]5)=[N:3][C:2]([Cl:1])=[N:7][C:6]=4[CH:8]=3)[CH2:30]2)[CH2:35][CH2:36]1)=[O:25])([CH3:22])([CH3:20])[CH3:21], predict the reactants needed to synthesize it. The reactants are: [Cl:1][C:2]1[N:3]=[C:4]([N:13]2[CH2:18][CH2:17][O:16][CH2:15][CH2:14]2)[C:5]2[S:10][C:9]([CH:11]=O)=[CH:8][C:6]=2[N:7]=1.[C:19]([O:23][C:24]([N:26]1[CH2:36][CH2:35][C:29]2([O:34][CH2:33][CH2:32][NH:31][CH2:30]2)[CH2:28][CH2:27]1)=[O:25])([CH3:22])([CH3:21])[CH3:20].C(O[BH-](OC(=O)C)OC(=O)C)(=O)C.[Na+]. (2) The reactants are: [S:1]([N:10]1[CH2:14][CH2:13][O:12]C1=O)([N:4]1[CH2:8][CH2:7][O:6]C1=O)(=[O:3])=[O:2].C(=O)=O. Given the product [OH:12][CH2:13][CH2:14][NH:10][S:1]([NH:4][CH2:8][CH2:7][OH:6])(=[O:3])=[O:2], predict the reactants needed to synthesize it. (3) Given the product [C:1]([CH2:3][NH:4][C:5](=[O:37])[C@H:6]([CH2:33][CH:34]([CH3:35])[CH3:36])[NH:7][C:8]1[C:12]([C:13]2[CH:14]=[CH:15][C:16]([N:19]3[CH2:20][CH2:21][NH:22][CH2:23][CH2:24]3)=[CH:17][CH:18]=2)=[CH:11][N:10]([CH3:32])[N:9]=1)#[N:2], predict the reactants needed to synthesize it. The reactants are: [C:1]([CH2:3][NH:4][C:5](=[O:37])[C@H:6]([CH2:33][CH:34]([CH3:36])[CH3:35])[NH:7][C:8]1[C:12]([C:13]2[CH:18]=[CH:17][C:16]([N:19]3[CH2:24][CH2:23][N:22](C(OC(C)(C)C)=O)[CH2:21][CH2:20]3)=[CH:15][CH:14]=2)=[CH:11][N:10]([CH3:32])[N:9]=1)#[N:2].CS(O)(=O)=O.C([O-])(O)=O.[Na+]. (4) Given the product [Cl:17][C:8]1[C:9]([C:13]([F:16])([F:15])[F:14])=[CH:10][CH:11]=[CH:12][C:7]=1[N:30]1[CH2:29][CH2:28][N:27]([C:20]([O:22][C:23]([CH3:26])([CH3:25])[CH3:24])=[O:21])[CH2:32][CH2:31]1, predict the reactants needed to synthesize it. The reactants are: FC(F)(F)S(O[C:7]1[CH:12]=[CH:11][CH:10]=[C:9]([C:13]([F:16])([F:15])[F:14])[C:8]=1[Cl:17])(=O)=O.[C:20]([N:27]1[CH2:32][CH2:31][NH:30][CH2:29][CH2:28]1)([O:22][C:23]([CH3:26])([CH3:25])[CH3:24])=[O:21].CC(C)([O-])C.[Na+].